From a dataset of Forward reaction prediction with 1.9M reactions from USPTO patents (1976-2016). Predict the product of the given reaction. (1) Given the reactants O=P(Cl)(Cl)Cl.CN(C=O)C.[CH3:11][CH:12]1[CH2:18][CH2:17][N:16]2[C:19](=[O:31])[C:20]3[C:25]4[CH2:26][CH2:27][CH2:28][C:29](=[O:30])[C:24]=4[S:23][C:21]=3[N:22]=[C:15]2[CH2:14][CH2:13]1.[CH:32](Cl)(Cl)[Cl:33], predict the reaction product. The product is: [Cl:33][C:32]1[C:24]2[S:23][C:21]3[N:22]=[C:15]4[CH2:14][CH2:13][CH:12]([CH3:11])[CH2:18][CH2:17][N:16]4[C:19](=[O:31])[C:20]=3[C:25]=2[CH2:26][CH2:27][C:28]=1[CH:29]=[O:30]. (2) Given the reactants [NH:1]1[C:9]2[C:4](=[C:5]([O:10][CH2:11][C@@H:12]3[CH2:16][CH2:15][CH2:14][N:13]3C(OC(C)(C)C)=O)[CH:6]=[CH:7][CH:8]=2)[CH:3]=[N:2]1.[H-].[Na+].[C:26]1([S:32](Cl)(=[O:34])=[O:33])[CH:31]=[CH:30][CH:29]=[CH:28][CH:27]=1.[F:36][C:37]([F:42])([F:41])[C:38]([OH:40])=[O:39], predict the reaction product. The product is: [F:36][C:37]([F:42])([F:41])[C:38]([OH:40])=[O:39].[C:26]1([S:32]([N:1]2[C:9]3[C:4](=[C:5]([O:10][CH2:11][C@@H:12]4[CH2:16][CH2:15][CH2:14][NH:13]4)[CH:6]=[CH:7][CH:8]=3)[CH:3]=[N:2]2)(=[O:34])=[O:33])[CH:31]=[CH:30][CH:29]=[CH:28][CH:27]=1.